Task: Predict which catalyst facilitates the given reaction.. Dataset: Catalyst prediction with 721,799 reactions and 888 catalyst types from USPTO (1) Reactant: [CH3:1][C:2]([NH2:5])([CH3:4])[CH3:3].Cl[CH2:7][C:8]1[O:9][C:10]([CH3:13])=[N:11][N:12]=1. Product: [CH3:1][C:2]([NH:5][CH2:7][C:8]1[O:9][C:10]([CH3:13])=[N:11][N:12]=1)([CH3:4])[CH3:3]. The catalyst class is: 3. (2) Reactant: [Si:1]([O:8][CH2:9][C@@H:10]1[CH:14]=[CH:13][C:12](=[O:15])[N:11]1[C:16]([O:18][C:19]([CH3:22])([CH3:21])[CH3:20])=[O:17])([C:4]([CH3:7])([CH3:6])[CH3:5])([CH3:3])[CH3:2].CO[CH2:25][N:26]([CH2:34][Si](C)(C)C)[CH2:27][C:28]1[CH:33]=[CH:32][CH:31]=[CH:30][CH:29]=1.C(O)(C(F)(F)F)=O.C(N(CC)CC)C. Product: [CH2:27]([N:26]1[CH2:34][C@H:13]2[C:12](=[O:15])[N:11]([C:16]([O:18][C:19]([CH3:22])([CH3:21])[CH3:20])=[O:17])[C@H:10]([CH2:9][O:8][Si:1]([C:4]([CH3:7])([CH3:6])[CH3:5])([CH3:3])[CH3:2])[C@H:14]2[CH2:25]1)[C:28]1[CH:33]=[CH:32][CH:31]=[CH:30][CH:29]=1. The catalyst class is: 2. (3) Reactant: [C:1]([NH:6][C:7]1[N:15]=[C:14]2[C:10]([N:11]=[CH:12][N:13]2[C@@H:16]2[O:31][C@H:30]([CH2:32][O:33][CH2:34][C:35]3[CH:40]=[CH:39][C:38]([Cl:41])=[CH:37][C:36]=3[Cl:42])[C@@H:19]([O:20][CH2:21][C:22]3[CH:27]=[CH:26][C:25]([Cl:28])=[CH:24][C:23]=3[Cl:29])[C@@:17]2([CH2:43]O)[OH:18])=[C:9]([Cl:45])[N:8]=1)(=[O:5])[CH:2]([CH3:4])[CH3:3].C(N(CC)CC)C.[F:53]C(F)(F)S(OS(C(F)(F)F)(=O)=O)(=O)=O.[F-].C([N+](CCCC)(CCCC)CCCC)CCC. Product: [C:1]([NH:6][C:7]1[N:15]=[C:14]2[C:10]([N:11]=[CH:12][N:13]2[C@@H:16]2[O:31][C@H:30]([CH2:32][O:33][CH2:34][C:35]3[CH:40]=[CH:39][C:38]([Cl:41])=[CH:37][C:36]=3[Cl:42])[C@@H:19]([O:20][CH2:21][C:22]3[CH:27]=[CH:26][C:25]([Cl:28])=[CH:24][C:23]=3[Cl:29])[C@@:17]2([CH2:43][F:53])[OH:18])=[C:9]([Cl:45])[N:8]=1)(=[O:5])[CH:2]([CH3:4])[CH3:3]. The catalyst class is: 112. (4) Reactant: C([O:8][C:9]1[CH:14]=[CH:13][N:12]=[C:11]([NH2:15])[CH:10]=1)C1C=CC=CC=1.CO[CH:18](OC)[N:19](C)C. Product: [N:15]1[CH:18]=[N:19][N:12]2[CH:13]=[CH:14][C:9]([OH:8])=[CH:10][C:11]=12. The catalyst class is: 8. (5) Reactant: C1(C[O:8][CH2:9][CH2:10][O:11][CH2:12][CH2:13][O:14][CH2:15][CH2:16][O:17][CH2:18][CH2:19][O:20][CH2:21][CH2:22][O:23][CH2:24][CH2:25][O:26][CH2:27][CH2:28][O:29][CH2:30][CH2:31][O:32][CH2:33][CH2:34][O:35][CH3:36])C=CC=CC=1. Product: [CH3:36][O:35][CH2:34][CH2:33][O:32][CH2:31][CH2:30][O:29][CH2:28][CH2:27][O:26][CH2:25][CH2:24][O:23][CH2:22][CH2:21][O:20][CH2:19][CH2:18][O:17][CH2:16][CH2:15][O:14][CH2:13][CH2:12][O:11][CH2:10][CH2:9][OH:8]. The catalyst class is: 78. (6) Reactant: [NH2:1][C:2]1[CH:3]=[C:4]2[C:8](=[CH:9][CH:10]=1)[NH:7][C:6](=[O:11])[CH2:5]2.N1C=CC=CC=1.Cl[C:19]([CH2:21][O:22][C:23](=[O:25])[CH3:24])=[O:20]. Product: [O:11]=[C:6]1[CH2:5][C:4]2[C:8](=[CH:9][CH:10]=[C:2]([NH:1][C:19]([CH2:21][O:22][C:23](=[O:25])[CH3:24])=[O:20])[CH:3]=2)[NH:7]1. The catalyst class is: 4. (7) Reactant: [Cl:1][C:2]1[CH:7]=[CH:6][C:5]([NH:8][CH:9]2[CH2:14][C:13]([CH3:16])([CH3:15])[NH:12][C:11]([CH3:18])([CH3:17])[CH2:10]2)=[CH:4][C:3]=1[O:19][CH3:20].C(#N)C.C1C(=O)N([Br:31])C(=O)C1. Product: [ClH:1].[Br:31][C:6]1[CH:7]=[C:2]([Cl:1])[C:3]([O:19][CH3:20])=[CH:4][C:5]=1[NH:8][CH:9]1[CH2:10][C:11]([CH3:18])([CH3:17])[NH:12][C:13]([CH3:15])([CH3:16])[CH2:14]1. The catalyst class is: 6. (8) Reactant: Br[CH2:2][C:3]1[CH:8]=[CH:7][N:6]=[C:5]([C:9]([O:11][CH2:12][CH3:13])=[O:10])[CH:4]=1.[Na+].[I-].[NH2:16][C:17]1[CH:36]=[CH:35][CH:34]=[CH:33][C:18]=1[C:19]([NH:21][C:22]1[CH:32]=[CH:31][C:25]2[O:26][C:27]([F:30])([F:29])[O:28][C:24]=2[CH:23]=1)=[O:20].O. Product: [F:30][C:27]1([F:29])[O:26][C:25]2[CH:31]=[CH:32][C:22]([NH:21][C:19]([C:18]3[CH:33]=[CH:34][CH:35]=[CH:36][C:17]=3[NH:16][CH2:2][C:3]3[CH:8]=[CH:7][N:6]=[C:5]([C:9]([O:11][CH2:12][CH3:13])=[O:10])[CH:4]=3)=[O:20])=[CH:23][C:24]=2[O:28]1. The catalyst class is: 3.